From a dataset of Catalyst prediction with 721,799 reactions and 888 catalyst types from USPTO. Predict which catalyst facilitates the given reaction. (1) Reactant: [CH3:1][Al](C)C.Br[C:6]1[CH:7]=[N:8][C:9]([N:12]2[CH2:16][CH2:15][C@H:14]([NH:17][CH2:18][C:19]3[CH:24]=[CH:23][C:22]([Cl:25])=[CH:21][C:20]=3[Cl:26])[CH2:13]2)=[N:10][CH:11]=1. Product: [Cl:26][C:20]1[CH:21]=[C:22]([Cl:25])[CH:23]=[CH:24][C:19]=1[CH2:18][NH:17][C@H:14]1[CH2:15][CH2:16][N:12]([C:9]2[N:8]=[CH:7][C:6]([CH3:1])=[CH:11][N:10]=2)[CH2:13]1. The catalyst class is: 443. (2) Reactant: [F:1][C:2]([F:34])([F:33])[C:3]1[CH:4]=[C:5]([C@H:13]([O:15][C@H:16]2[CH2:25][CH2:24][C:23]3[N:22]=[CH:21][CH:20]=[CH:19][C:18]=3[C@@H:17]2[C:26]2[CH:31]=[CH:30][C:29]([F:32])=[CH:28][CH:27]=2)[CH3:14])[CH:6]=[C:7]([C:9]([F:12])([F:11])[F:10])[CH:8]=1.C1C=C(Cl)C=C(C(OO)=[O:43])C=1.[OH-].[Na+]. Product: [F:34][C:2]([F:1])([F:33])[C:3]1[CH:4]=[C:5]([C@H:13]([O:15][C@H:16]2[CH2:25][CH2:24][C:23]3[N+:22]([O-:43])=[CH:21][CH:20]=[CH:19][C:18]=3[C@@H:17]2[C:26]2[CH:27]=[CH:28][C:29]([F:32])=[CH:30][CH:31]=2)[CH3:14])[CH:6]=[C:7]([C:9]([F:12])([F:10])[F:11])[CH:8]=1. The catalyst class is: 22. (3) Reactant: [CH2:1]([C:3]1[C:8]([C:9]([OH:11])=O)=[CH:7][N:6]=[C:5]([S:12][CH3:13])[N:4]=1)[CH3:2].CN(C)C=O.C(Cl)(=O)C(Cl)=O.[CH3:25][C:26]1[C:30]([NH2:31])=[C:29]([CH3:32])[NH:28][N:27]=1. Product: [CH3:25][C:26]1[C:30]([NH:31][C:9]([C:8]2[C:3]([CH2:1][CH3:2])=[N:4][C:5]([S:12][CH3:13])=[N:6][CH:7]=2)=[O:11])=[C:29]([CH3:32])[NH:28][N:27]=1. The catalyst class is: 4. (4) Reactant: [CH2:1]([C:3]1[O:4][C:5]2[C:11]([C:12]([O:14][CH3:15])=[O:13])=[CH:10][C:9]([OH:16])=[CH:8][C:6]=2[CH:7]=1)[CH3:2].C(=O)([O-])[O-].[K+].[K+].Cl[CH2:24][C:25]([CH3:27])=[CH2:26]. Product: [CH2:1]([C:3]1[O:4][C:5]2[C:11]([C:12]([O:14][CH3:15])=[O:13])=[CH:10][C:9]([O:16][CH2:26][C:25]([CH3:27])=[CH2:24])=[CH:8][C:6]=2[CH:7]=1)[CH3:2]. The catalyst class is: 3. (5) Reactant: [Si]([O:18][CH:19]1[CH2:22][N:21]([C:23]2[S:24][CH:25]=[C:26]([C:28](=[O:49])[N:29]([CH:46]([CH3:48])[CH3:47])[CH2:30][CH2:31][NH:32][C:33]([O:35][CH2:36][C:37]3[CH:42]=[CH:41][C:40]([N+:43]([O-:45])=[O:44])=[CH:39][CH:38]=3)=[O:34])[N:27]=2)[CH2:20]1)(C(C)(C)C)(C1C=CC=CC=1)C1C=CC=CC=1.C(O)(=O)C.[F-].C([N+](CCCC)(CCCC)CCCC)CCC. Product: [OH:18][CH:19]1[CH2:22][N:21]([C:23]2[S:24][CH:25]=[C:26]([C:28](=[O:49])[N:29]([CH:46]([CH3:47])[CH3:48])[CH2:30][CH2:31][NH:32][C:33]([O:35][CH2:36][C:37]3[CH:42]=[CH:41][C:40]([N+:43]([O-:45])=[O:44])=[CH:39][CH:38]=3)=[O:34])[N:27]=2)[CH2:20]1. The catalyst class is: 7. (6) Reactant: [Cl:1][C:2]1[N:7]=[C:6]([CH2:8][C:9]([C:11]2[CH:16]=[CH:15][CH:14]=[C:13]([O:17][CH3:18])[CH:12]=2)=O)[CH:5]=[CH:4][N:3]=1.C(Cl)Cl.C1C(=O)N(Br)C(=O)C1.[CH2:30]([NH:32][C:33]([NH2:35])=[S:34])[CH3:31]. Product: [Cl:1][C:2]1[N:7]=[C:6]([C:8]2[S:34][C:33]([NH:32][CH2:30][CH3:31])=[N:35][C:9]=2[C:11]2[CH:16]=[CH:15][CH:14]=[C:13]([O:17][CH3:18])[CH:12]=2)[CH:5]=[CH:4][N:3]=1. The catalyst class is: 3. (7) Reactant: [C:1]([C:5]1[CH:6]=[C:7]([NH:11][C:12]([NH:14][C:15]2[CH:20]=[CH:19][C:18]([O:21][CH:22]3[CH2:27][CH2:26][N:25](C(OC(C)(C)C)=O)[CH2:24][CH2:23]3)=[CH:17][CH:16]=2)=[O:13])[N:8]([CH3:10])[N:9]=1)([CH3:4])([CH3:3])[CH3:2].FC(F)(F)C(O)=O. Product: [C:1]([C:5]1[CH:6]=[C:7]([NH:11][C:12]([NH:14][C:15]2[CH:20]=[CH:19][C:18]([O:21][CH:22]3[CH2:27][CH2:26][NH:25][CH2:24][CH2:23]3)=[CH:17][CH:16]=2)=[O:13])[N:8]([CH3:10])[N:9]=1)([CH3:4])([CH3:2])[CH3:3]. The catalyst class is: 4. (8) Reactant: [CH3:1][O:2][C:3]([C:5]1[C:10]([Br:11])=[C:9]([NH:12]CC2C=CC(OC)=CC=2OC)[CH:8]=[C:7]([Cl:24])[N:6]=1)=[O:4]. Product: [CH3:1][O:2][C:3]([C:5]1[C:10]([Br:11])=[C:9]([NH2:12])[CH:8]=[C:7]([Cl:24])[N:6]=1)=[O:4]. The catalyst class is: 33. (9) Product: [OH:2][C:3]1[CH:4]=[N:5][C:6]([N:9]2[C:10](=[O:18])[CH2:11][C:12]([CH3:16])([CH3:17])[CH2:13][C:14]2=[O:15])=[N:7][CH:8]=1. The catalyst class is: 4. Reactant: C[O:2][C:3]1[CH:4]=[N:5][C:6]([N:9]2[C:14](=[O:15])[CH2:13][C:12]([CH3:17])([CH3:16])[CH2:11][C:10]2=[O:18])=[N:7][CH:8]=1.Cl.N1C=CC=CC=1.